This data is from Full USPTO retrosynthesis dataset with 1.9M reactions from patents (1976-2016). The task is: Predict the reactants needed to synthesize the given product. (1) Given the product [Br:1][C:2]1[CH:10]=[C:9]([CH:11]([CH3:12])[CH3:13])[C:8]([Br:14])=[C:7]2[C:3]=1[CH2:4][CH:5]([CH3:16])[CH:6]2[O:15][CH3:22], predict the reactants needed to synthesize it. The reactants are: [Br:1][C:2]1[CH:10]=[C:9]([CH:11]([CH3:13])[CH3:12])[C:8]([Br:14])=[C:7]2[C:3]=1[CH2:4][CH:5]([CH3:16])[C:6]2=[O:15].[BH4-].[Na+].[OH-].[K+].I[CH3:22]. (2) Given the product [CH3:17][O:6][C:5](=[O:7])[C:4]1[CH:8]=[CH:9][CH:10]=[C:2]([OH:1])[C:3]=1[CH3:11], predict the reactants needed to synthesize it. The reactants are: [OH:1][C:2]1[C:3]([CH3:11])=[C:4]([CH:8]=[CH:9][CH:10]=1)[C:5]([OH:7])=[O:6].OS(O)(=O)=O.[CH3:17]O. (3) The reactants are: [Br:1][C:2]1[CH:7]=[CH:6][C:5]([CH:8]([C:20]2[CH:25]=[CH:24][CH:23]=[CH:22][C:21]=2[CH3:26])[CH2:9][C:10]([C:12]2[C:13]([F:19])=[N:14][CH:15]=[C:16]([CH3:18])[CH:17]=2)=O)=[CH:4][CH:3]=1.Cl.[NH2:28][OH:29].C([O-])(O)=O.[Na+]. Given the product [Br:1][C:2]1[CH:7]=[CH:6][C:5]([CH:8]([C:20]2[CH:25]=[CH:24][CH:23]=[CH:22][C:21]=2[CH3:26])[CH2:9]/[C:10](/[C:12]2[C:13]([F:19])=[N:14][CH:15]=[C:16]([CH3:18])[CH:17]=2)=[N:28]\[OH:29])=[CH:4][CH:3]=1, predict the reactants needed to synthesize it. (4) Given the product [Cl:8][C:9]1[C:10](=[O:11])[NH:6][N:7]=[CH:12][C:13]=1[Cl:14], predict the reactants needed to synthesize it. The reactants are: S(O)(O)(=O)=O.[NH2:6][NH2:7].[Cl:8][C:9]1[C:10](=O)[O:11][CH:12](O)[C:13]=1[Cl:14].C([O-])(=O)C.[Na+]. (5) Given the product [CH3:1][C:2]1[C:3](=[O:13])[C:4]2[C:9](=[CH:8][CH:7]=[CH:6][CH:5]=2)/[C:10](=[N:23]/[NH:22][C:20](=[O:21])[C:19]2[CH:24]=[CH:25][C:16]([O:15][CH3:14])=[CH:17][CH:18]=2)/[CH:11]=1, predict the reactants needed to synthesize it. The reactants are: [CH3:1][C:2]1[C:3](=[O:13])[C:4]2[C:9]([C:10](=O)[CH:11]=1)=[CH:8][CH:7]=[CH:6][CH:5]=2.[CH3:14][O:15][C:16]1[CH:25]=[CH:24][C:19]([C:20]([NH:22][NH2:23])=[O:21])=[CH:18][CH:17]=1.C1(C)C=CC(S(O)(=O)=O)=CC=1. (6) Given the product [C:9]([C:3]1[CH:4]=[C:5]([Cl:8])[CH:6]=[CH:7][C:2]=1[NH:1][S:25]([C:22]1[CH:23]=[CH:24][C:19]([CH2:17][CH3:18])=[CH:20][CH:21]=1)(=[O:27])=[O:26])(=[O:10])[C:11]1[CH:12]=[CH:13][CH:14]=[CH:15][CH:16]=1, predict the reactants needed to synthesize it. The reactants are: [NH2:1][C:2]1[CH:7]=[CH:6][C:5]([Cl:8])=[CH:4][C:3]=1[C:9]([C:11]1[CH:16]=[CH:15][CH:14]=[CH:13][CH:12]=1)=[O:10].[CH2:17]([C:19]1[CH:24]=[CH:23][C:22]([S:25](Cl)(=[O:27])=[O:26])=[CH:21][CH:20]=1)[CH3:18]. (7) Given the product [CH:1]([N:4]1[C:8]([C:9]2[S:10][C:11]3[CH2:31][CH2:30][O:29][C:28]4[CH:27]=[C:21]([CH:22]([OH:34])[CH2:15][OH:14])[CH:20]=[CH:19][C:16]=4[C:17]=3[N:18]=2)=[N:7][CH:6]=[N:5]1)([CH3:3])[CH3:2], predict the reactants needed to synthesize it. The reactants are: [CH:1]([N:4]1[C:8]([C:9]2[S:10][C:11]3CC[O:14][C:15]4[CH:22]=[C:21](C=C)[CH:20]=[CH:19][C:16]=4[C:17]=3[N:18]=2)=[N:7][CH:6]=[N:5]1)([CH3:3])[CH3:2].C[N+]1([O-])[CH2:31][CH2:30][O:29][CH2:28][CH2:27]1.S([O-])([O-])=[O:34].[Na+].[Na+].